From a dataset of NCI-60 drug combinations with 297,098 pairs across 59 cell lines. Regression. Given two drug SMILES strings and cell line genomic features, predict the synergy score measuring deviation from expected non-interaction effect. (1) Drug 1: CC1CCC2CC(C(=CC=CC=CC(CC(C(=O)C(C(C(=CC(C(=O)CC(OC(=O)C3CCCCN3C(=O)C(=O)C1(O2)O)C(C)CC4CCC(C(C4)OC)O)C)C)O)OC)C)C)C)OC. Drug 2: C(CCl)NC(=O)N(CCCl)N=O. Cell line: A549. Synergy scores: CSS=35.3, Synergy_ZIP=-4.54, Synergy_Bliss=1.73, Synergy_Loewe=-53.3, Synergy_HSA=2.62. (2) Drug 2: COC1=NC(=NC2=C1N=CN2C3C(C(C(O3)CO)O)O)N. Drug 1: C1=CC(=CC=C1C#N)C(C2=CC=C(C=C2)C#N)N3C=NC=N3. Cell line: HT29. Synergy scores: CSS=0.471, Synergy_ZIP=-0.0567, Synergy_Bliss=-0.853, Synergy_Loewe=-0.479, Synergy_HSA=-1.70. (3) Drug 1: CC1C(C(=O)NC(C(=O)N2CCCC2C(=O)N(CC(=O)N(C(C(=O)O1)C(C)C)C)C)C(C)C)NC(=O)C3=C4C(=C(C=C3)C)OC5=C(C(=O)C(=C(C5=N4)C(=O)NC6C(OC(=O)C(N(C(=O)CN(C(=O)C7CCCN7C(=O)C(NC6=O)C(C)C)C)C)C(C)C)C)N)C. Drug 2: CC1=C(N=C(N=C1N)C(CC(=O)N)NCC(C(=O)N)N)C(=O)NC(C(C2=CN=CN2)OC3C(C(C(C(O3)CO)O)O)OC4C(C(C(C(O4)CO)O)OC(=O)N)O)C(=O)NC(C)C(C(C)C(=O)NC(C(C)O)C(=O)NCCC5=NC(=CS5)C6=NC(=CS6)C(=O)NCCC[S+](C)C)O. Cell line: SR. Synergy scores: CSS=87.8, Synergy_ZIP=-1.91, Synergy_Bliss=0.987, Synergy_Loewe=2.47, Synergy_HSA=3.37. (4) Drug 1: CC(C)CN1C=NC2=C1C3=CC=CC=C3N=C2N. Drug 2: C1C(C(OC1N2C=NC3=C2NC=NCC3O)CO)O. Cell line: OVCAR-4. Synergy scores: CSS=-3.19, Synergy_ZIP=1.52, Synergy_Bliss=2.57, Synergy_Loewe=-1.64, Synergy_HSA=-1.62. (5) Drug 1: C1=C(C(=O)NC(=O)N1)F. Drug 2: CC12CCC3C(C1CCC2OP(=O)(O)O)CCC4=C3C=CC(=C4)OC(=O)N(CCCl)CCCl.[Na+]. Cell line: MALME-3M. Synergy scores: CSS=34.6, Synergy_ZIP=1.83, Synergy_Bliss=0.174, Synergy_Loewe=-5.43, Synergy_HSA=1.95. (6) Drug 1: C1=NC2=C(N1)C(=S)N=C(N2)N. Drug 2: C1=NNC2=C1C(=O)NC=N2. Cell line: HOP-62. Synergy scores: CSS=29.6, Synergy_ZIP=-2.05, Synergy_Bliss=-1.85, Synergy_Loewe=-16.8, Synergy_HSA=-0.125. (7) Drug 1: C1=CC(=CC=C1CC(C(=O)O)N)N(CCCl)CCCl.Cl. Drug 2: C1=NC2=C(N1)C(=S)N=CN2. Cell line: SK-MEL-28. Synergy scores: CSS=-5.29, Synergy_ZIP=-1.88, Synergy_Bliss=-5.01, Synergy_Loewe=-10.8, Synergy_HSA=-8.31. (8) Drug 1: C#CCC(CC1=CN=C2C(=N1)C(=NC(=N2)N)N)C3=CC=C(C=C3)C(=O)NC(CCC(=O)O)C(=O)O. Drug 2: CN(C(=O)NC(C=O)C(C(C(CO)O)O)O)N=O. Cell line: DU-145. Synergy scores: CSS=-6.36, Synergy_ZIP=1.41, Synergy_Bliss=-4.21, Synergy_Loewe=-9.42, Synergy_HSA=-8.41. (9) Drug 1: CN(C(=O)NC(C=O)C(C(C(CO)O)O)O)N=O. Drug 2: CCC1(C2=C(COC1=O)C(=O)N3CC4=CC5=C(C=CC(=C5CN(C)C)O)N=C4C3=C2)O.Cl. Cell line: SF-268. Synergy scores: CSS=-8.63, Synergy_ZIP=-12.3, Synergy_Bliss=-32.7, Synergy_Loewe=-109, Synergy_HSA=-37.4. (10) Drug 1: CC1=C(C=C(C=C1)NC(=O)C2=CC=C(C=C2)CN3CCN(CC3)C)NC4=NC=CC(=N4)C5=CN=CC=C5. Drug 2: C1CN1C2=NC(=NC(=N2)N3CC3)N4CC4. Cell line: A498. Synergy scores: CSS=24.1, Synergy_ZIP=-4.57, Synergy_Bliss=-1.39, Synergy_Loewe=-16.5, Synergy_HSA=-5.13.